Task: Predict which catalyst facilitates the given reaction.. Dataset: Catalyst prediction with 721,799 reactions and 888 catalyst types from USPTO (1) Reactant: [H-].[Na+].[OH:3][C:4]1[CH:5]=[C:6]([CH:9]=[CH:10][CH:11]=1)[CH:7]=[O:8].Br[CH2:13][CH2:14][O:15][Si:16]([C:19]([CH3:22])([CH3:21])[CH3:20])([CH3:18])[CH3:17]. Product: [C:19]([Si:16]([CH3:18])([CH3:17])[O:15][CH2:14][CH2:13][O:3][C:4]1[CH:5]=[C:6]([CH:9]=[CH:10][CH:11]=1)[CH:7]=[O:8])([CH3:22])([CH3:21])[CH3:20]. The catalyst class is: 18. (2) Reactant: [Br:1][C:2]1[CH:7]=[CH:6][C:5]([OH:8])=[C:4]([N+:9]([O-:11])=[O:10])[C:3]=1[CH3:12].[C:13](=O)([O-])[O-].[K+].[K+].CI. The catalyst class is: 21. Product: [Br:1][C:2]1[CH:7]=[CH:6][C:5]([O:8][CH3:13])=[C:4]([N+:9]([O-:11])=[O:10])[C:3]=1[CH3:12]. (3) Reactant: [C:1]([O:5][C:6](=[O:27])[NH:7][C:8]1[CH:13]=[CH:12][CH:11]=[CH:10][C:9]=1[NH:14][C:15]([C:17]1[S:21][C:20]2[CH:22]=[CH:23][C:24]([OH:26])=[CH:25][C:19]=2[CH:18]=1)=[O:16])([CH3:4])([CH3:3])[CH3:2].C(=O)([O-])[O-].[K+].[K+].Cl[CH2:35][C:36]([O:38][C:39]([CH3:42])([CH3:41])[CH3:40])=[O:37].[Cl-].[NH4+]. Product: [C:39]([O:38][C:36](=[O:37])[CH2:35][O:26][C:24]1[CH:23]=[CH:22][C:20]2[S:21][C:17]([C:15](=[O:16])[NH:14][C:9]3[CH:10]=[CH:11][CH:12]=[CH:13][C:8]=3[NH:7][C:6]([O:5][C:1]([CH3:4])([CH3:2])[CH3:3])=[O:27])=[CH:18][C:19]=2[CH:25]=1)([CH3:42])([CH3:41])[CH3:40]. The catalyst class is: 13. (4) Reactant: [C:1]([O:5][C:6](=[O:19])[C:7]([S:10][C:11]1[S:12][CH:13]=[C:14]([CH2:16][CH2:17][OH:18])[N:15]=1)([CH3:9])[CH3:8])([CH3:4])([CH3:3])[CH3:2].[F:20][C:21]1[CH:26]=[CH:25][C:24]([C:27]2[CH:32]=[CH:31][C:30](O)=[CH:29][CH:28]=2)=[CH:23][CH:22]=1.C1(P(C2C=CC=CC=2)C2C=CC=CC=2)C=CC=CC=1.N(C(OC(C)C)=O)=NC(OC(C)C)=O. Product: [C:1]([O:5][C:6](=[O:19])[C:7]([S:10][C:11]1[S:12][CH:13]=[C:14]([CH2:16][CH2:17][O:18][C:30]2[CH:29]=[CH:28][C:27]([C:24]3[CH:23]=[CH:22][C:21]([F:20])=[CH:26][CH:25]=3)=[CH:32][CH:31]=2)[N:15]=1)([CH3:9])[CH3:8])([CH3:2])([CH3:4])[CH3:3]. The catalyst class is: 7. (5) Reactant: [NH2:1][C:2]1[C:11]([CH3:12])=[CH:10][C:9]([Br:13])=[CH:8][C:3]=1[C:4]([O:6][CH3:7])=[O:5].C(OC(=O)C)(=O)C.C([O-])(=O)C.[K+].[N:26](OCCC(C)C)=O. Product: [Br:13][C:9]1[CH:10]=[C:11]2[C:2](=[C:3]([C:4]([O:6][CH3:7])=[O:5])[CH:8]=1)[NH:1][N:26]=[CH:12]2. The catalyst class is: 22. (6) Reactant: [Cl:1][C:2]1[CH:7]=[CH:6][C:5]([C@H:8]2[CH2:17][CH2:16][N:15]3[C:10](=[N:11][N:12]4[C:21]([C:22]5([CH3:28])SCCCS5)=[N:20][CH:19]=[C:13]4[C:14]3=[O:18])[NH:9]2)=[CH:4][CH:3]=1.O.CC(OI1(OC(C)=O)(OC(C)=O)OC(=O)C2C=CC=CC1=2)=[O:32]. Product: [C:22]([C:21]1[N:12]2[C:13]([C:14](=[O:18])[N:15]3[CH2:16][CH2:17][C@H:8]([C:5]4[CH:6]=[CH:7][C:2]([Cl:1])=[CH:3][CH:4]=4)[NH:9][C:10]3=[N:11]2)=[CH:19][N:20]=1)(=[O:32])[CH3:28]. The catalyst class is: 496. (7) Reactant: [CH2:1]([C:4]1[C:5]([Cl:13])=[C:6]2[CH:12]=[CH:11][NH:10][C:7]2=[N:8][CH:9]=1)[CH:2]=[CH2:3].[H-].[Na+].[S:16](Cl)([C:19]1[CH:25]=[CH:24][C:22]([CH3:23])=[CH:21][CH:20]=1)(=[O:18])=[O:17]. Product: [CH2:1]([C:4]1[C:5]([Cl:13])=[C:6]2[CH:12]=[CH:11][N:10]([S:16]([C:19]3[CH:25]=[CH:24][C:22]([CH3:23])=[CH:21][CH:20]=3)(=[O:18])=[O:17])[C:7]2=[N:8][CH:9]=1)[CH:2]=[CH2:3]. The catalyst class is: 3.